This data is from HIV replication inhibition screening data with 41,000+ compounds from the AIDS Antiviral Screen. The task is: Binary Classification. Given a drug SMILES string, predict its activity (active/inactive) in a high-throughput screening assay against a specified biological target. (1) The drug is COc1cc2c(cc1OC)C1C(c3ccccc3)OCN1CC2. The result is 0 (inactive). (2) The drug is O=c1cc(-c2ccccc2)nc(C=C(O)c2ccncc2)n1-c1ccccc1. The result is 0 (inactive). (3) The drug is CCN(CC)CCNCC(O)CN1CCN(C)CC1. The result is 0 (inactive).